Dataset: Forward reaction prediction with 1.9M reactions from USPTO patents (1976-2016). Task: Predict the product of the given reaction. Given the reactants [C:1]1([CH:7]2[CH2:16][C:15]3[CH:14]=[N:13][C:12]4[NH:17][N:18]=[CH:19][C:11]=4[C:10]=3[C:9]3[CH:20]=[CH:21][CH:22]=[CH:23][C:8]2=3)[CH:6]=[CH:5][CH:4]=[CH:3][CH:2]=1.[Br:24]N1C(=O)CCC1=O.O, predict the reaction product. The product is: [Br:24][C:19]1[C:11]2[C:10]3[C:9]4[CH:20]=[CH:21][CH:22]=[CH:23][C:8]=4[CH:7]([C:1]4[CH:2]=[CH:3][CH:4]=[CH:5][CH:6]=4)[CH2:16][C:15]=3[CH:14]=[N:13][C:12]=2[NH:17][N:18]=1.